This data is from Peptide-MHC class II binding affinity with 134,281 pairs from IEDB. The task is: Regression. Given a peptide amino acid sequence and an MHC pseudo amino acid sequence, predict their binding affinity value. This is MHC class II binding data. The peptide sequence is GELQIVDKIDAAFII. The MHC is DRB1_1101 with pseudo-sequence DRB1_1101. The binding affinity (normalized) is 0.521.